From a dataset of Reaction yield outcomes from USPTO patents with 853,638 reactions. Predict the reaction yield, written as a fraction of the theoretical maximum amount of product (1.0 means a 100% yield; for example, 0.34 means a 34% yield). (1) The reactants are CC(C)([O-])C.[Na+].Br[C:8]1[CH:13]=[CH:12][C:11]([N:14]([C:22]2[CH:27]=[CH:26][C:25]([Br:28])=[CH:24][CH:23]=2)[C:15]2[CH:20]=[CH:19][C:18]([Br:21])=[CH:17][CH:16]=2)=[CH:10][CH:9]=1.[CH2:29]([C:33]1[CH:38]=[CH:37][C:36]([NH:39][C:40]2[CH:45]=[CH:44][C:43]([CH2:46][CH2:47][CH2:48][CH3:49])=[CH:42][CH:41]=2)=[CH:35][CH:34]=1)[CH2:30][CH2:31][CH3:32]. The catalyst is C1C=CC(/C=C/C(/C=C/C2C=CC=CC=2)=O)=CC=1.C1C=CC(/C=C/C(/C=C/C2C=CC=CC=2)=O)=CC=1.C1C=CC(/C=C/C(/C=C/C2C=CC=CC=2)=O)=CC=1.[Pd].[Pd].C1(P([C-]2C=CC=C2)C2C=CC=CC=2)C=CC=CC=1.[CH-]1C=CC=C1.[Fe+2].C1(C)C=CC=CC=1. The product is [Br:21][C:18]1[CH:19]=[CH:20][C:15]([N:14]([C:22]2[CH:27]=[CH:26][C:25]([Br:28])=[CH:24][CH:23]=2)[C:11]2[CH:12]=[CH:13][C:8]([N:39]([C:40]3[CH:41]=[CH:42][C:43]([CH2:46][CH2:47][CH2:48][CH3:49])=[CH:44][CH:45]=3)[C:36]3[CH:35]=[CH:34][C:33]([CH2:29][CH2:30][CH2:31][CH3:32])=[CH:38][CH:37]=3)=[CH:9][CH:10]=2)=[CH:16][CH:17]=1. The yield is 0.240. (2) The reactants are [NH2:1][C:2]1[S:6][N:5]=[C:4]([CH3:7])[C:3]=1[C:8]([NH2:10])=[O:9].[C:11]1([CH3:21])[CH:16]=CC(S(O)(=O)=O)=[CH:13][CH:12]=1.C(=O)CC(C)C.S(=O)(O)[O-].[Na+]. The product is [CH2:12]([C:13]1[NH:10][C:8](=[O:9])[C:3]2[C:4]([CH3:7])=[N:5][S:6][C:2]=2[N:1]=1)[CH:11]([CH3:21])[CH3:16]. The catalyst is C1(C)C=CC=CC=1.CN(C=O)C. The yield is 0.890.